This data is from NCI-60 drug combinations with 297,098 pairs across 59 cell lines. The task is: Regression. Given two drug SMILES strings and cell line genomic features, predict the synergy score measuring deviation from expected non-interaction effect. Synergy scores: CSS=4.40, Synergy_ZIP=1.67, Synergy_Bliss=1.25, Synergy_Loewe=-5.48, Synergy_HSA=-1.77. Drug 2: COCCOC1=C(C=C2C(=C1)C(=NC=N2)NC3=CC=CC(=C3)C#C)OCCOC.Cl. Drug 1: CNC(=O)C1=NC=CC(=C1)OC2=CC=C(C=C2)NC(=O)NC3=CC(=C(C=C3)Cl)C(F)(F)F. Cell line: A549.